From a dataset of Full USPTO retrosynthesis dataset with 1.9M reactions from patents (1976-2016). Predict the reactants needed to synthesize the given product. (1) Given the product [CH3:3][C:4]1[C:13]([CH3:14])=[C:12]([O:15][C:35]([CH:37]2[CH2:39][CH2:38]2)=[O:34])[C:11]2[C:6](=[CH:7][CH:8]=[C:9]([F:20])[C:10]=2[C:16]([F:17])([F:19])[F:18])[N:5]=1, predict the reactants needed to synthesize it. The reactants are: [H-].[Na+].[CH3:3][C:4]1[C:13]([CH3:14])=[C:12]([OH:15])[C:11]2[C:6](=[CH:7][CH:8]=[C:9]([F:20])[C:10]=2[C:16]([F:19])([F:18])[F:17])[N:5]=1.C(C1C(C)=C([O:34][C:35]([CH:37]2[CH2:39][CH2:38]2)=O)C2C(=CC(F)=C(F)C=2)N=1)C.C(C1C(C)=C(OC(C2CC2)=O)C2C(=CC=C(F)C=2F)N=1)C. (2) Given the product [F:22][C:11]1[CH:10]=[CH:9][C:8]([C:5]2[CH:4]=[C:3]([C:23]3[N:24]=[N:25][N:26]([CH:28]([CH3:29])[CH3:30])[CH:27]=3)[C:2]([NH2:1])=[N:7][CH:6]=2)=[CH:13][C:12]=1[CH2:14][N:16]1[CH2:17][CH2:18][O:19][CH2:20][CH2:21]1, predict the reactants needed to synthesize it. The reactants are: [NH2:1][C:2]1[N:7]=[CH:6][C:5]([C:8]2[CH:9]=[CH:10][C:11]([F:22])=[C:12]([C:14]([N:16]3[CH2:21][CH2:20][O:19][CH2:18][CH2:17]3)=O)[CH:13]=2)=[CH:4][C:3]=1[C:23]1[N:24]=[N:25][N:26]([CH:28]([CH3:30])[CH3:29])[CH:27]=1.B(F)(F)F.CCOCC.[BH4-].[Na+].